From a dataset of Peptide-MHC class I binding affinity with 185,985 pairs from IEDB/IMGT. Regression. Given a peptide amino acid sequence and an MHC pseudo amino acid sequence, predict their binding affinity value. This is MHC class I binding data. (1) The peptide sequence is LPRERFRKT. The MHC is HLA-A02:11 with pseudo-sequence HLA-A02:11. The binding affinity (normalized) is 0.0847. (2) The peptide sequence is APIKEFKAKI. The MHC is HLA-B54:01 with pseudo-sequence HLA-B54:01. The binding affinity (normalized) is 0.138. (3) The peptide sequence is ANPGRVKDW. The MHC is HLA-B35:01 with pseudo-sequence HLA-B35:01. The binding affinity (normalized) is 0.0847. (4) The peptide sequence is KQYNVTQAF. The MHC is HLA-B40:01 with pseudo-sequence HLA-B40:01. The binding affinity (normalized) is 0.207. (5) The peptide sequence is IRGKMTLTEEV. The MHC is Mamu-B08 with pseudo-sequence Mamu-B08. The binding affinity (normalized) is 0.0554. (6) The peptide sequence is RDYVDRFYKTL. The MHC is HLA-B54:01 with pseudo-sequence HLA-B54:01. The binding affinity (normalized) is 0. (7) The peptide sequence is RQFDTAFEF. The MHC is Mamu-B3901 with pseudo-sequence YTELYEERAETTFVSTAYIWYDYYTWAEMAYRWY. The binding affinity (normalized) is 0.750. (8) The peptide sequence is PTWRIPERL. The MHC is Mamu-A02 with pseudo-sequence Mamu-A02. The binding affinity (normalized) is 0.